This data is from Reaction yield outcomes from USPTO patents with 853,638 reactions. The task is: Predict the reaction yield, written as a fraction of the theoretical maximum amount of product (1.0 means a 100% yield; for example, 0.34 means a 34% yield). The reactants are [Br:1][C:2]1[CH:7]=[CH:6][C:5]([OH:8])=[CH:4][N:3]=1.F[C:21]1[CH:26]=[CH:25][C:24](CS(C[C:21]2[CH:26]=[CH:25][C:24](F)=[CH:23][CH:22]=2)(=O)=O)=[CH:23][CH:22]=1.C([O-])([O-])=[O:29].[K+].[K+].C[S:35]([CH3:37])=[O:36]. The catalyst is ClCCl. The product is [Br:1][C:2]1[CH:7]=[CH:6][C:5]([O:8][C:21]2[CH:22]=[CH:23][C:24]([S:35]([CH3:37])(=[O:29])=[O:36])=[CH:25][CH:26]=2)=[CH:4][N:3]=1. The yield is 0.310.